From a dataset of Catalyst prediction with 721,799 reactions and 888 catalyst types from USPTO. Predict which catalyst facilitates the given reaction. (1) Reactant: Cl.Cl[CH2:3][C:4]1[C:9]([O:10][CH3:11])=[C:8]([O:12][CH3:13])[CH:7]=[CH:6][N:5]=1.[SH:14][C:15]1[NH:16][C:17]2[CH:23]=[C:22]([O:24][CH:25]([F:27])[F:26])[CH:21]=[CH:20][C:18]=2[N:19]=1.ClCCl.[OH-:31].[Na+:32]. Product: [CH3:13][O:12][C:8]1[CH:7]=[CH:6][N:5]=[C:4]([CH2:3][S+:14]([O-:31])[C:15]2[N-:19][C:18]3[CH:20]=[CH:21][C:22]([O:24][CH:25]([F:26])[F:27])=[CH:23][C:17]=3[N:16]=2)[C:9]=1[O:10][CH3:11].[Na+:32]. The catalyst class is: 568. (2) Reactant: [I:1][C:2]1[C:10]2[CH2:9][CH2:8][C:7]([CH3:12])([CH3:11])[CH2:6][C:5]=2[NH:4][N:3]=1.C(N(CC)CC)C.[C:20](O[C:20]([O:22][C:23]([CH3:26])([CH3:25])[CH3:24])=[O:21])([O:22][C:23]([CH3:26])([CH3:25])[CH3:24])=[O:21]. Product: [I:1][C:2]1[C:10]2[CH2:9][CH2:8][C:7]([CH3:12])([CH3:11])[CH2:6][C:5]=2[N:4]([C:20]([O:22][C:23]([CH3:26])([CH3:25])[CH3:24])=[O:21])[N:3]=1. The catalyst class is: 367. (3) Reactant: [C:1]([OH:6])(=[O:5])[C:2]([CH3:4])=[O:3].[CH2:7](O)[C:8]#[CH:9].CC1C=CC(S(O)(=O)=O)=CC=1. Product: [C:1]([O:6][CH2:9][C:8]#[CH:7])(=[O:5])[C:2]([CH3:4])=[O:3]. The catalyst class is: 48. (4) The catalyst class is: 3. Product: [Br:1][C:2]1[CH:17]=[CH:16][C:5]([C:6]([N:8]([CH3:22])[CH2:9][C:10]2[N:11]=[CH:12][CH:13]=[CH:14][N:15]=2)=[O:7])=[C:4]([F:18])[CH:3]=1. Reactant: [Br:1][C:2]1[CH:17]=[CH:16][C:5]([C:6]([NH:8][CH2:9][C:10]2[N:15]=[CH:14][CH:13]=[CH:12][N:11]=2)=[O:7])=[C:4]([F:18])[CH:3]=1.[H-].[Na+].I[CH3:22]. (5) Reactant: [NH2:1][C:2]1[CH:21]=[CH:20][C:5]([C:6]([NH:8][NH:9][C:10](=[O:19])[C:11]2[CH:16]=[CH:15][C:14]([O:17][CH3:18])=[CH:13][CH:12]=2)=O)=[CH:4][C:3]=1[N+:22]([O-:24])=[O:23].CC[N+](S(N=C(OC)[O-])(=O)=O)(CC)CC. Product: [CH3:18][O:17][C:14]1[CH:15]=[CH:16][C:11]([C:10]2[O:19][C:6]([C:5]3[CH:20]=[CH:21][C:2]([NH2:1])=[C:3]([N+:22]([O-:24])=[O:23])[CH:4]=3)=[N:8][N:9]=2)=[CH:12][CH:13]=1. The catalyst class is: 1.